Dataset: Catalyst prediction with 721,799 reactions and 888 catalyst types from USPTO. Task: Predict which catalyst facilitates the given reaction. Reactant: [NH2:1][C:2]1[S:3][CH:4]=[CH:5][N:6]=1.[CH2:7]([O:9][C:10](=[O:13])[CH2:11][Br:12])[CH3:8]. Product: [BrH:12].[NH:1]=[C:2]1[N:6]([CH2:11][C:10]([O:9][CH2:7][CH3:8])=[O:13])[CH:5]=[CH:4][S:3]1. The catalyst class is: 21.